This data is from Reaction yield outcomes from USPTO patents with 853,638 reactions. The task is: Predict the reaction yield, written as a fraction of the theoretical maximum amount of product (1.0 means a 100% yield; for example, 0.34 means a 34% yield). (1) The reactants are Cl[C:2]1[C:6]2[CH:7]=[CH:8][CH:9]=[CH:10][C:5]=2[O:4][N:3]=1.[C:11]([O:15][C:16]([N:18]1[CH2:23][CH2:22][NH:21][CH2:20][CH2:19]1)=[O:17])([CH3:14])([CH3:13])[CH3:12].C1CCN2C(=NCCC2)CC1. The catalyst is N1C=CC=CC=1. The product is [C:11]([O:15][C:16]([N:18]1[CH2:23][CH2:22][N:21]([C:2]2[C:6]3[CH:7]=[CH:8][CH:9]=[CH:10][C:5]=3[O:4][N:3]=2)[CH2:20][CH2:19]1)=[O:17])([CH3:14])([CH3:12])[CH3:13]. The yield is 0.420. (2) The catalyst is CN(C=O)C.O.[Pd].C1(P(C2C=CC=CC=2)C2C=CC=CC=2)C=CC=CC=1.C1(P(C2C=CC=CC=2)C2C=CC=CC=2)C=CC=CC=1.C1(P(C2C=CC=CC=2)C2C=CC=CC=2)C=CC=CC=1.C1(P(C2C=CC=CC=2)C2C=CC=CC=2)C=CC=CC=1. The product is [OH:19][CH2:18][C@@H:17]([N:16]1[C:14]2=[N:15][C:10]([C:8]3[CH:9]=[C:4]([CH:1]([CH3:3])[CH3:2])[CH:5]=[CH:6][C:7]=3[O:26][CH3:27])=[CH:11][CH:12]=[C:13]2[NH:23][C:37]1=[O:38])[CH:20]([CH3:22])[CH3:21]. The reactants are [CH:1]([C:4]1[CH:5]=[CH:6][C:7]([O:26][CH3:27])=[C:8]([C:10]2[N:15]=[C:14]([NH:16][C@@H:17]([CH:20]([CH3:22])[CH3:21])[CH2:18][OH:19])[C:13]([N+:23]([O-])=O)=[CH:12][CH:11]=2)[CH:9]=1)([CH3:3])[CH3:2].ClC1N=C(N[C@@H](C(C)C)[CH2:37][OH:38])C([N+]([O-])=O)=CC=1.C(C1C=CC(OC)=C(B(O)O)C=1)(C)C.C(=O)([O-])[O-].[K+].[K+]. The yield is 0.960. (3) The reactants are [I:1][C:2]1[C:10]2[C:5](=[CH:6][CH:7]=[CH:8][C:9]=2[N+:11]([O-:13])=[O:12])[NH:4][N:3]=1.Br.BrC[C:17]1[CH:22]=[CH:21][N:20]=[CH:19][CH:18]=1.[C:23](N=C(N(C)C)N(C)C)(C)(C)C. The catalyst is CC#N.O. The product is [I:1][C:2]1[C:10]2[C:5](=[CH:6][CH:7]=[CH:8][C:9]=2[N+:11]([O-:13])=[O:12])[N:4]([CH2:23][C:22]2[CH:21]=[N:20][CH:19]=[CH:18][CH:17]=2)[N:3]=1. The yield is 0.710. (4) The reactants are C(Cl)(=O)C(Cl)=O.[Cl:7][C:8]1[CH:13]=[CH:12][C:11]([C:14]2[N:18]([C:19]3[CH:24]=[CH:23][C:22]([Cl:25])=[CH:21][C:20]=3[Cl:26])[N:17]=[C:16]([C:27](O)=[O:28])[C:15]=2[CH3:30])=[CH:10][CH:9]=1.C(N(CC)CC)C.[Cl-].[C:39]([C:42]1([C:48]2[CH:53]=[CH:52][CH:51]=[CH:50][CH:49]=2)[CH2:47][CH2:46][NH2+:45][CH2:44][CH2:43]1)([OH:41])=[O:40]. The catalyst is ClCCl.CN(C)C=O. The product is [Cl:7][C:8]1[CH:9]=[CH:10][C:11]([C:14]2[N:18]([C:19]3[CH:24]=[CH:23][C:22]([Cl:25])=[CH:21][C:20]=3[Cl:26])[N:17]=[C:16]([C:27]([N:45]3[CH2:44][CH2:43][C:42]([C:48]4[CH:53]=[CH:52][CH:51]=[CH:50][CH:49]=4)([C:39]([OH:41])=[O:40])[CH2:47][CH2:46]3)=[O:28])[C:15]=2[CH3:30])=[CH:12][CH:13]=1. The yield is 0.670. (5) The reactants are [ClH:1].O1CCOCC1.[OH:8][C@H:9]1[C:13]2[N:14]=[CH:15][N:16]=[C:17]([N:18]3[CH2:23][CH2:22][N:21](C(OC(C)(C)C)=O)[CH2:20][CH2:19]3)[C:12]=2[C@H:11]([CH3:31])[CH2:10]1. The catalyst is O1CCOCC1. The product is [ClH:1].[ClH:1].[CH3:31][C@H:11]1[C:12]2[C:17]([N:18]3[CH2:19][CH2:20][NH:21][CH2:22][CH2:23]3)=[N:16][CH:15]=[N:14][C:13]=2[C@H:9]([OH:8])[CH2:10]1. The yield is 0.798. (6) The reactants are [CH2:1]([O:3][C:4](=[O:17])[C:5](=O)[CH2:6][C:7]([C:9]1[CH:14]=[CH:13][CH:12]=[C:11]([Cl:15])[CH:10]=1)=[O:8])[CH3:2].Cl.[NH2:19]O. The catalyst is CO. The product is [CH2:1]([O:3][C:4]([C:5]1[CH:6]=[C:7]([C:9]2[CH:14]=[CH:13][CH:12]=[C:11]([Cl:15])[CH:10]=2)[O:8][N:19]=1)=[O:17])[CH3:2]. The yield is 0.710.